Task: Regression. Given two drug SMILES strings and cell line genomic features, predict the synergy score measuring deviation from expected non-interaction effect.. Dataset: NCI-60 drug combinations with 297,098 pairs across 59 cell lines (1) Drug 1: C1CC(=O)NC(=O)C1N2CC3=C(C2=O)C=CC=C3N. Drug 2: CC1=C(C(=O)C2=C(C1=O)N3CC4C(C3(C2COC(=O)N)OC)N4)N. Cell line: NCI-H460. Synergy scores: CSS=42.8, Synergy_ZIP=-3.37, Synergy_Bliss=-8.08, Synergy_Loewe=-38.9, Synergy_HSA=-6.24. (2) Drug 1: CN(CC1=CN=C2C(=N1)C(=NC(=N2)N)N)C3=CC=C(C=C3)C(=O)NC(CCC(=O)O)C(=O)O. Drug 2: C(CN)CNCCSP(=O)(O)O. Cell line: M14. Synergy scores: CSS=20.1, Synergy_ZIP=-6.75, Synergy_Bliss=-14.3, Synergy_Loewe=-35.2, Synergy_HSA=-14.9. (3) Drug 1: C1C(C(OC1N2C=C(C(=O)NC2=O)F)CO)O. Synergy scores: CSS=23.6, Synergy_ZIP=-6.12, Synergy_Bliss=-4.17, Synergy_Loewe=-1.45, Synergy_HSA=-0.603. Drug 2: CC1=C(N=C(N=C1N)C(CC(=O)N)NCC(C(=O)N)N)C(=O)NC(C(C2=CN=CN2)OC3C(C(C(C(O3)CO)O)O)OC4C(C(C(C(O4)CO)O)OC(=O)N)O)C(=O)NC(C)C(C(C)C(=O)NC(C(C)O)C(=O)NCCC5=NC(=CS5)C6=NC(=CS6)C(=O)NCCC[S+](C)C)O. Cell line: SK-OV-3. (4) Drug 1: C1C(C(OC1N2C=NC(=NC2=O)N)CO)O. Drug 2: CC1CCCC2(C(O2)CC(NC(=O)CC(C(C(=O)C(C1O)C)(C)C)O)C(=CC3=CSC(=N3)C)C)C. Cell line: MCF7. Synergy scores: CSS=28.0, Synergy_ZIP=-4.31, Synergy_Bliss=-5.37, Synergy_Loewe=-9.92, Synergy_HSA=-2.33.